This data is from Forward reaction prediction with 1.9M reactions from USPTO patents (1976-2016). The task is: Predict the product of the given reaction. (1) Given the reactants [Br:1][C:2]1[CH:12]=[CH:11][CH:10]=[C:9]([N:13]2[CH2:22][CH2:21][C:20]3[C:15](=[CH:16][CH:17]=[C:18]([N:23](C)[CH3:24])[CH:19]=3)[C:14]2=[O:26])[C:3]=1[CH2:4][O:5][C:6](=[O:8])[CH3:7].ClC1C(=O)C(C#N)=C(C#N)C(=O)C=1Cl, predict the reaction product. The product is: [Br:1][C:2]1[CH:12]=[CH:11][CH:10]=[C:9]([N:13]2[CH2:22][CH2:21][C:20]3[C:15](=[CH:16][CH:17]=[C:18]([NH:23][CH3:24])[CH:19]=3)[C:14]2=[O:26])[C:3]=1[CH2:4][O:5][C:6](=[O:8])[CH3:7]. (2) Given the reactants [CH2:1]([O:8][C:9]1[CH:14]=[CH:13][C:12]([CH:15]2[CH2:20][CH2:19][N:18]([C:21]([O:23][C:24]([CH3:27])([CH3:26])[CH3:25])=[O:22])[CH2:17][CH:16]2[OH:28])=[CH:11][CH:10]=1)[C:2]1[CH:7]=[CH:6][CH:5]=[CH:4][CH:3]=1.BrC[C:31]1[CH:40]=[CH:39][C:38]2[C:33](=[CH:34][CH:35]=[CH:36][CH:37]=2)[CH:32]=1, predict the reaction product. The product is: [CH2:1]([O:8][C:9]1[CH:10]=[CH:11][C:12]([CH:15]2[CH2:20][CH2:19][N:18]([C:21]([O:23][C:24]([CH3:25])([CH3:27])[CH3:26])=[O:22])[CH2:17][CH:16]2[O:28][C:31]2[CH:40]=[CH:39][C:38]3[C:33](=[CH:34][CH:35]=[CH:36][CH:37]=3)[CH:32]=2)=[CH:13][CH:14]=1)[C:2]1[CH:7]=[CH:6][CH:5]=[CH:4][CH:3]=1. (3) Given the reactants [Cl:1][C:2]1[C:7]2[NH:8][C:9]([CH:11]3[CH2:16][CH2:15][O:14][CH2:13][CH2:12]3)=[N:10][C:6]=2[CH:5]=[C:4]([OH:17])[CH:3]=1.[Cl:18][C:19]1[CH:24]=[C:23](Cl)[N:22]=[CH:21][N:20]=1.C(=O)([O-])[O-].[K+].[K+], predict the reaction product. The product is: [Cl:1][C:2]1[C:7]2[NH:8][C:9]([CH:11]3[CH2:12][CH2:13][O:14][CH2:15][CH2:16]3)=[N:10][C:6]=2[CH:5]=[C:4]([O:17][C:23]2[CH:24]=[C:19]([Cl:18])[N:20]=[CH:21][N:22]=2)[CH:3]=1. (4) Given the reactants [Br:1][C:2]1[N:6]([C@@H:7]2[O:24][CH2:23][C@@H:18]([O:19]C(=O)C)[C@@H:13]([O:14]C(=O)C)[C@H:8]2[O:9]C(=O)C)[C:5]2[CH:25]=[C:26]([CH3:30])[C:27]([Cl:29])=[CH:28][C:4]=2[N:3]=1.[Li+].[OH-].BrC1N([C@@H]2OC[C@@H](O)[C@@H](O)[C@H]2O)C2C=C(Cl)C(Cl)=CC=2N=1, predict the reaction product. The product is: [Br:1][C:2]1[N:6]([C@@H:7]2[O:24][CH2:23][C@@H:18]([OH:19])[C@@H:13]([OH:14])[C@H:8]2[OH:9])[C:5]2[CH:25]=[C:26]([CH3:30])[C:27]([Cl:29])=[CH:28][C:4]=2[N:3]=1. (5) Given the reactants [CH3:1][C:2]([C:4]1[CH:9]=[CH:8][C:7]([OH:10])=[CH:6][C:5]=1[OH:11])=O.[NH2:12][CH2:13][C:14]([OH:16])=[O:15], predict the reaction product. The product is: [OH:11][C:5]1[CH:6]=[C:7]([OH:10])[CH:8]=[CH:9][C:4]=1[CH2:2][CH:1]=[N:12][CH2:13][C:14]([OH:16])=[O:15]. (6) Given the reactants Br[C:2]1[C:3]([Cl:23])=[C:4]([C:7]2[N:11]3[N:12]=[C:13]([CH3:21])[CH:14]=[C:15]([CH:16]([CH2:19][CH3:20])[CH2:17][CH3:18])[C:10]3=[N:9][C:8]=2[CH3:22])[S:5][CH:6]=1.Br[C:25]1[N:29]([CH3:30])[N:28]=[CH:27][N:26]=1, predict the reaction product. The product is: [Cl:23][C:3]1[C:2]([C:25]2[N:29]([CH3:30])[N:28]=[CH:27][N:26]=2)=[CH:6][S:5][C:4]=1[C:7]1[N:11]2[N:12]=[C:13]([CH3:21])[CH:14]=[C:15]([CH:16]([CH2:19][CH3:20])[CH2:17][CH3:18])[C:10]2=[N:9][C:8]=1[CH3:22]. (7) Given the reactants C(O)(=O)C(C)O.C(O)(=O)CCC(O)=O.C(O)(=O)CC.C(O)(=O)CCC.C(O)(=O)CC(CC(O)=O)(C(O)=O)O.C(O)(=O)C1C=CC=CC=1.C(O)(=O)/C=C/C=C/C.C(O)(=O)C(C(C(O)=O)O)O.C(O)(=O)C(CC(O)=O)O.O=C(O)[C@@H]([C@H]([C@@H]([C@@H](CO)O)O)O)O.C(O)(=O)/C=C/C(O)=O.C(=O)([O-])[O-].[Ca+2:100].[Ca].[N+:102]([O-:105])([OH:104])=[O:103], predict the reaction product. The product is: [N+:102]([O-:105])([O-:104])=[O:103].[Ca+2:100].[N+:102]([O-:105])([O-:104])=[O:103]. (8) Given the reactants [NH2:1][C:2]1[C:3]([NH:19][C@H:20]2[C:29]3[C:24](=[CH:25][CH:26]=[CH:27][CH:28]=3)[C@H:23]([O:30][Si:31]([C:44]([CH3:47])([CH3:46])[CH3:45])([C:38]3[CH:43]=[CH:42][CH:41]=[CH:40][CH:39]=3)[C:32]3[CH:37]=[CH:36][CH:35]=[CH:34][CH:33]=3)[CH2:22][CH2:21]2)=[N:4][C:5]([N:8]2[C:12]3[CH:13]=[C:14]([C:17]#[N:18])[CH:15]=[CH:16][C:11]=3[N:10]=[CH:9]2)=[N:6][CH:7]=1.[C:48]1(C)C=CC=C[CH:49]=1.COC(OC)N(C)C.C1(C)C=CC(S([O-])(=O)=O)=CC=1.[NH+]1C=CC=CC=1, predict the reaction product. The product is: [Si:31]([O:30][C@H:23]1[C:24]2[C:29](=[CH:28][CH:27]=[CH:26][CH:25]=2)[C@H:20]([N:19]2[C:48]([CH3:49])=[N:1][C:2]3[C:3]2=[N:4][C:5]([N:8]2[C:12]4[CH:13]=[C:14]([C:17]#[N:18])[CH:15]=[CH:16][C:11]=4[N:10]=[CH:9]2)=[N:6][CH:7]=3)[CH2:21][CH2:22]1)([C:44]([CH3:47])([CH3:46])[CH3:45])([C:32]1[CH:33]=[CH:34][CH:35]=[CH:36][CH:37]=1)[C:38]1[CH:43]=[CH:42][CH:41]=[CH:40][CH:39]=1. (9) Given the reactants C(O)(=O)C.[NH2:5][C:6]1[CH:11]=[CH:10][CH:9]=[CH:8][C:7]=1[NH:12][C:13]1[CH:27]=[CH:26][C:16]([CH2:17][NH:18][C:19](=[O:25])[O:20][C:21]([CH3:24])([CH3:23])[CH3:22])=[CH:15][CH:14]=1.[Br:28][C:29]1[CH:36]=[CH:35][C:32]([CH:33]=O)=[CH:31][CH:30]=1.C([BH3-])#N.[Na+], predict the reaction product. The product is: [Br:28][C:29]1[CH:36]=[CH:35][C:32]([CH2:33][NH:5][C:6]2[CH:11]=[CH:10][CH:9]=[CH:8][C:7]=2[NH:12][C:13]2[CH:27]=[CH:26][C:16]([CH2:17][NH:18][C:19](=[O:25])[O:20][C:21]([CH3:22])([CH3:23])[CH3:24])=[CH:15][CH:14]=2)=[CH:31][CH:30]=1.